This data is from Full USPTO retrosynthesis dataset with 1.9M reactions from patents (1976-2016). The task is: Predict the reactants needed to synthesize the given product. (1) Given the product [Cl:1][CH2:2][CH2:3][O:4][CH2:5][CH2:6][O:7][CH2:8][C:9]([OH:12])=[O:10], predict the reactants needed to synthesize it. The reactants are: [Cl:1][CH2:2][CH2:3][O:4][CH2:5][CH2:6][O:7][CH2:8][CH2:9][OH:10].S(=O)(=O)(O)[OH:12]. (2) The reactants are: Cl[C:2]1[C:30]([CH3:31])=[CH:29][C:5]2[N:6]=[C:7]3[C:12]([N:13]([CH2:14][CH2:15][CH2:16][CH2:17][CH2:18][CH2:19][C:20]([O:22][C:23]([CH3:26])([CH3:25])[CH3:24])=[O:21])[C:4]=2[CH:3]=1)=[N:11][C:10](=[O:27])[NH:9][C:8]3=[O:28].[CH:32]1([NH2:35])[CH2:34][CH2:33]1. Given the product [CH:32]1([NH:35][C:2]2[C:30]([CH3:31])=[CH:29][C:5]3[N:6]=[C:7]4[C:12]([N:13]([CH2:14][CH2:15][CH2:16][CH2:17][CH2:18][CH2:19][C:20]([O:22][C:23]([CH3:26])([CH3:25])[CH3:24])=[O:21])[C:4]=3[CH:3]=2)=[N:11][C:10](=[O:27])[NH:9][C:8]4=[O:28])[CH2:34][CH2:33]1, predict the reactants needed to synthesize it.